Dataset: Forward reaction prediction with 1.9M reactions from USPTO patents (1976-2016). Task: Predict the product of the given reaction. (1) Given the reactants C([O:4][CH2:5][C:6]1[C:11]([N:12]2[CH2:20][C:19]3[C:14](=[CH:15][CH:16]=[C:17]([C:21]([CH3:24])([CH3:23])[CH3:22])[CH:18]=3)[C:13]2=[O:25])=[CH:10][CH:9]=[CH:8][C:7]=1[C:26]1[CH:31]=[C:30]([NH2:32])[C:29](=[O:33])[N:28]([CH3:34])[CH:27]=1)(=O)C.Cl[C:36]1[N:37]=[N:38][C:39]([N:42]2[CH2:47][CH2:46][N:45]([CH3:48])[CH2:44][CH2:43]2)=[CH:40][CH:41]=1.C(=O)([O-])[O-].[Cs+].[Cs+].CC1(C)C2C(=C(P(C3C=CC=CC=3)C3C=CC=CC=3)C=CC=2)OC2C(P(C3C=CC=CC=3)C3C=CC=CC=3)=CC=CC1=2.[OH-].[Li+], predict the reaction product. The product is: [C:21]([C:17]1[CH:18]=[C:19]2[C:14](=[CH:15][CH:16]=1)[C:13](=[O:25])[N:12]([C:11]1[CH:10]=[CH:9][CH:8]=[C:7]([C:26]3[CH:31]=[C:30]([NH:32][C:36]4[N:37]=[N:38][C:39]([N:42]5[CH2:47][CH2:46][N:45]([CH3:48])[CH2:44][CH2:43]5)=[CH:40][CH:41]=4)[C:29](=[O:33])[N:28]([CH3:34])[CH:27]=3)[C:6]=1[CH2:5][OH:4])[CH2:20]2)([CH3:23])([CH3:24])[CH3:22]. (2) Given the reactants Cl[C:2]1[N:7]=[C:6]([C:8]2[N:12]3[CH:13]=[CH:14][C:15]([F:17])=[CH:16][C:11]3=[N:10][C:9]=2[C:18]2[CH:19]=[CH:20][C:21]([O:35][CH3:36])=[C:22]([CH:34]=2)[C:23]([NH:25][C:26]2[C:31]([F:32])=[CH:30][CH:29]=[CH:28][C:27]=2[F:33])=[O:24])[CH:5]=[CH:4][N:3]=1.[N:37]1([CH:43]2[CH2:48][CH2:47][N:46]([C:49]3[CH:55]=[CH:54][C:52]([NH2:53])=[C:51]([O:56][CH3:57])[CH:50]=3)[CH2:45][CH2:44]2)[CH2:42][CH2:41][CH2:40][CH2:39][CH2:38]1.Cl.O1CCOCC1.C[O-].[Na+], predict the reaction product. The product is: [N:37]1([CH:43]2[CH2:48][CH2:47][N:46]([C:49]3[CH:55]=[CH:54][C:52]([NH:53][C:2]4[N:7]=[C:6]([C:8]5[N:12]6[CH:13]=[CH:14][C:15]([F:17])=[CH:16][C:11]6=[N:10][C:9]=5[C:18]5[CH:19]=[CH:20][C:21]([O:35][CH3:36])=[C:22]([CH:34]=5)[C:23]([NH:25][C:26]5[C:31]([F:32])=[CH:30][CH:29]=[CH:28][C:27]=5[F:33])=[O:24])[CH:5]=[CH:4][N:3]=4)=[C:51]([O:56][CH3:57])[CH:50]=3)[CH2:45][CH2:44]2)[CH2:42][CH2:41][CH2:40][CH2:39][CH2:38]1. (3) Given the reactants C1(P(C2CCCCC2)C2C=CC=CC=2C2C(C(C)C)=CC(C(C)C)=CC=2C(C)C)CCCCC1.[O:35]1[CH2:40][CH2:39][N:38]([C:41]2[C:46]([NH2:47])=[CH:45][C:44]([N:48]3[CH2:53][CH2:52][O:51][CH2:50][CH2:49]3)=[CH:43][N:42]=2)[CH2:37][CH2:36]1.Cl[C:55]1[C:64]2[C:59](=[CH:60][C:61]([F:66])=[CH:62][C:63]=2[F:65])[N:58]=[C:57]([C:67]2[CH:68]=[CH:69][C:70]([N:73]([CH3:75])[CH3:74])=[N:71][CH:72]=2)[C:56]=1[CH3:76].CC(C)([O-])C.[Na+], predict the reaction product. The product is: [CH3:75][N:73]([CH3:74])[C:70]1[N:71]=[CH:72][C:67]([C:57]2[C:56]([CH3:76])=[C:55]([NH:47][C:46]3[C:41]([N:38]4[CH2:39][CH2:40][O:35][CH2:36][CH2:37]4)=[N:42][CH:43]=[C:44]([N:48]4[CH2:49][CH2:50][O:51][CH2:52][CH2:53]4)[CH:45]=3)[C:64]3[C:59](=[CH:60][C:61]([F:66])=[CH:62][C:63]=3[F:65])[N:58]=2)=[CH:68][CH:69]=1. (4) Given the reactants F[C:2]1[CH:7]=[N:6][CH:5]=[CH:4][N:3]=1.[CH:8]1([C:11]#[N:12])[CH2:10][CH2:9]1.C[Si]([N-][Si](C)(C)C)(C)C.[K+], predict the reaction product. The product is: [N:3]1[CH:4]=[CH:5][N:6]=[CH:7][C:2]=1[C:8]1([C:11]#[N:12])[CH2:10][CH2:9]1. (5) Given the reactants [CH3:1][C:2]1[C:3]([NH:15][C:16]2[CH:26]=[CH:25][C:19]([C:20]([O:22][CH2:23][CH3:24])=[O:21])=[CH:18][CH:17]=2)=[CH:4][C:5]2[C:6]([CH3:14])([CH3:13])[CH2:7][CH:8]=[C:9]([CH3:12])[C:10]=2[CH:11]=1.[CH:27](=O)[CH2:28][CH3:29], predict the reaction product. The product is: [CH2:27]([N:15]([C:3]1[C:2]([CH3:1])=[CH:11][C:10]2[C:9]([CH3:12])=[CH:8][CH2:7][C:6]([CH3:14])([CH3:13])[C:5]=2[CH:4]=1)[C:16]1[CH:17]=[CH:18][C:19]([C:20]([O:22][CH2:23][CH3:24])=[O:21])=[CH:25][CH:26]=1)[CH2:28][CH3:29].